From a dataset of Forward reaction prediction with 1.9M reactions from USPTO patents (1976-2016). Predict the product of the given reaction. (1) Given the reactants ClC1C(CCCl)=C(C2C=CC=C(OC)C=2)N=C(N2CCOCC2)N=1.CC1C=C(N)C2C(=CC=CC=2)N=1.C[O:38][C:39]1[CH:40]=[C:41]([C:45]2[C:46]3[CH2:59][CH2:58][N:57]([C:60]4[C:69]5[C:64](=[CH:65][CH:66]=[CH:67][CH:68]=5)[N:63]=[C:62]([CH3:70])[CH:61]=4)[C:47]=3[N:48]=[C:49]([N:51]3[CH2:56][CH2:55][O:54][CH2:53][CH2:52]3)[N:50]=2)[CH:42]=[CH:43][CH:44]=1, predict the reaction product. The product is: [CH3:70][C:62]1[CH:61]=[C:60]([N:57]2[C:47]3[N:48]=[C:49]([N:51]4[CH2:52][CH2:53][O:54][CH2:55][CH2:56]4)[N:50]=[C:45]([C:41]4[CH:40]=[C:39]([OH:38])[CH:44]=[CH:43][CH:42]=4)[C:46]=3[CH2:59][CH2:58]2)[C:69]2[C:64](=[CH:65][CH:66]=[CH:67][CH:68]=2)[N:63]=1. (2) Given the reactants I[C:2]1[C:10]2[C:5](=[N:6][CH:7]=[C:8]([C:11]3[CH:16]=[C:15]([O:17][CH3:18])[C:14]([O:19][CH3:20])=[C:13]([O:21][CH3:22])[CH:12]=3)[CH:9]=2)[N:4](S(C2C=CC(C)=CC=2)(=O)=O)[CH:3]=1.CC1(C)C(C)(C)OB([C:41]2[CH:46]=[CH:45][C:44]([C:47]3[NH:48][CH:49]=[CH:50][N:51]=3)=[CH:43][CH:42]=2)O1.C([O-])([O-])=O.[Na+].[Na+].CCOC(C)=O, predict the reaction product. The product is: [NH:48]1[CH:49]=[CH:50][N:51]=[C:47]1[C:44]1[CH:45]=[CH:46][C:41]([C:2]2[C:10]3[C:5](=[N:6][CH:7]=[C:8]([C:11]4[CH:16]=[C:15]([O:17][CH3:18])[C:14]([O:19][CH3:20])=[C:13]([O:21][CH3:22])[CH:12]=4)[CH:9]=3)[NH:4][CH:3]=2)=[CH:42][CH:43]=1.